From a dataset of Full USPTO retrosynthesis dataset with 1.9M reactions from patents (1976-2016). Predict the reactants needed to synthesize the given product. (1) The reactants are: [CH3:1][O:2][C:3]1[CH:4]=[C:5]2[C:10](=[CH:11][CH:12]=1)[C:9](=[O:13])[CH2:8][CH:7]([CH3:14])[CH2:6]2.[C:15](OC)(=[O:20])[C:16]([O:18][CH3:19])=[O:17].C[O-].[Na+].Cl. Given the product [OH:20]/[C:15](=[C:8]1\[C:9](=[O:13])[C:10]2[C:5]([CH2:6][CH:7]\1[CH3:14])=[CH:4][C:3]([O:2][CH3:1])=[CH:12][CH:11]=2)/[C:16]([O:18][CH3:19])=[O:17], predict the reactants needed to synthesize it. (2) Given the product [CH2:1]([O:8][C:9]1[CH:24]=[C:23]([N+:25]([O-:27])=[O:26])[CH:22]=[CH:21][C:10]=1[C:11]([NH:13][C@@H:14]([C@H:18]([OH:20])[CH3:19])[C:15]([NH:29][CH2:30][CH3:31])=[O:17])=[O:12])[C:2]1[CH:7]=[CH:6][CH:5]=[CH:4][CH:3]=1, predict the reactants needed to synthesize it. The reactants are: [CH2:1]([O:8][C:9]1[CH:24]=[C:23]([N+:25]([O-:27])=[O:26])[CH:22]=[CH:21][C:10]=1[C:11]([NH:13][C@@H:14]([C@H:18]([OH:20])[CH3:19])[C:15]([OH:17])=O)=[O:12])[C:2]1[CH:7]=[CH:6][CH:5]=[CH:4][CH:3]=1.O[N:29]1C(=O)C[CH2:31][C:30]1=O.C1CCC(N=C=NC2CCCCC2)CC1.C(N)C.O. (3) Given the product [CH3:23][O:22][C:17]1[CH:16]=[C:11]([CH:10]=[C:9]([O:8][CH3:7])[C:18]=1[CH:19]([CH3:20])[CH3:24])[CH2:12][OH:14], predict the reactants needed to synthesize it. The reactants are: [H-].[H-].[H-].[H-].[Li+].[Al+3].[CH3:7][O:8][C:9]1[CH:10]=[C:11]([CH:16]=[C:17]([O:22][CH3:23])[C:18]=1[CH2:19][CH2:20]C)[C:12]([O:14]C)=O.[CH3:24]COCC.